From a dataset of Full USPTO retrosynthesis dataset with 1.9M reactions from patents (1976-2016). Predict the reactants needed to synthesize the given product. (1) The reactants are: O[CH2:2][C:3]1[CH:12]=[N:11][C:10]2[N:9]3[CH2:13][CH2:14][CH2:15][C@H:8]3[C:7](=[O:16])[NH:6][C:5]=2[CH:4]=1.[Cl:17][C:18]1[CH:19]=[C:20]([CH:27]=[CH:28][C:29]=1[N:30]1[CH2:35][CH2:34][NH:33][CH2:32][CH2:31]1)[C:21]([NH:23][CH:24]1[CH2:26][CH2:25]1)=[O:22].[I-].C(C[P+](C)(C)C)#N.C(N(CC)C(C)C)(C)C. Given the product [Cl:17][C:18]1[CH:19]=[C:20]([CH:27]=[CH:28][C:29]=1[N:30]1[CH2:31][CH2:32][N:33]([CH2:2][C:3]2[CH:12]=[N:11][C:10]3[N:9]4[CH2:13][CH2:14][CH2:15][C@H:8]4[C:7](=[O:16])[NH:6][C:5]=3[CH:4]=2)[CH2:34][CH2:35]1)[C:21]([NH:23][CH:24]1[CH2:26][CH2:25]1)=[O:22], predict the reactants needed to synthesize it. (2) Given the product [OH:15][C:9]1[CH:8]=[C:7]([C:1](=[O:6])[CH2:2][CH:3]([CH3:4])[CH3:5])[CH:12]=[CH:11][C:10]=1[O:13][CH3:14], predict the reactants needed to synthesize it. The reactants are: [C:1]([C:7]1[CH:8]=[C:9]([O:15]C(=O)[O:15][C:9]2[C:10]([O:13][CH3:14])=[CH:11][CH:12]=[C:7]([C:1](=[O:6])[CH2:2][CH:3]([CH3:5])[CH3:4])[CH:8]=2)[C:10]([O:13][CH3:14])=[CH:11][CH:12]=1)(=[O:6])[CH2:2][CH:3]([CH3:5])[CH3:4].[OH-].[Na+].O.C(O)(=O)C.